From a dataset of Forward reaction prediction with 1.9M reactions from USPTO patents (1976-2016). Predict the product of the given reaction. (1) The product is: [CH2:26]([O:28][C:29](=[O:41])[CH2:30][C:31]1[C:35]2[CH:36]=[CH:37][C:38]([O:21][CH2:20][C:19]3[N:15]([CH3:14])[N:16]=[C:17]([C:22]([F:23])([F:24])[F:25])[CH:18]=3)=[CH:39][C:34]=2[S:33][CH:32]=1)[CH3:27]. Given the reactants C(P(CCCC)CCCC)CCC.[CH3:14][N:15]1[C:19]([CH2:20][OH:21])=[CH:18][C:17]([C:22]([F:25])([F:24])[F:23])=[N:16]1.[CH2:26]([O:28][C:29](=[O:41])[CH2:30][C:31]1[C:35]2[CH:36]=[CH:37][C:38](O)=[CH:39][C:34]=2[S:33][CH:32]=1)[CH3:27].C1CCN(C(N=NC(N2CCCCC2)=O)=O)CC1, predict the reaction product. (2) Given the reactants [Br:1][C:2]1[CH:3]=[C:4]([O:15][CH3:16])[C:5]([N:8]2[CH2:13][CH2:12][N:11]([CH3:14])[CH2:10][CH2:9]2)=[N:6][CH:7]=1.[CH3:17]OC1C(N2CCN(C)C[C@@H]2C)=NC=CC=1, predict the reaction product. The product is: [Br:1][C:2]1[CH:3]=[C:4]([O:15][CH3:16])[C:5]([N:8]2[CH2:13][CH2:12][N:11]([CH3:14])[CH2:10][C@@H:9]2[CH3:17])=[N:6][CH:7]=1. (3) Given the reactants [OH-].[Na+].C([O:6][CH2:7][C:8]([CH3:49])([CH3:48])[CH2:9][N:10]1[C:16]2[CH:17]=[CH:18][C:19]([Cl:21])=[CH:20][C:15]=2[C@@H:14]([C:22]2[CH:27]=[CH:26][CH:25]=[C:24]([O:28][CH3:29])[C:23]=2[O:30][CH3:31])[O:13][C@H:12]([CH2:32][C:33]2[CH:37]=[C:36]([O:38][CH2:39][CH3:40])[N:35]([CH2:41][C:42]([O:44]CC)=[O:43])[N:34]=2)[C:11]1=[O:47])(=O)C.Cl, predict the reaction product. The product is: [Cl:21][C:19]1[CH:18]=[CH:17][C:16]2[N:10]([CH2:9][C:8]([CH3:48])([CH3:49])[CH2:7][OH:6])[C:11](=[O:47])[C@@H:12]([CH2:32][C:33]3[CH:37]=[C:36]([O:38][CH2:39][CH3:40])[N:35]([CH2:41][C:42]([OH:44])=[O:43])[N:34]=3)[O:13][C@H:14]([C:22]3[CH:27]=[CH:26][CH:25]=[C:24]([O:28][CH3:29])[C:23]=3[O:30][CH3:31])[C:15]=2[CH:20]=1. (4) Given the reactants [CH:1]([B-](F)(F)F)=[CH2:2].[K+].C1C=CC(P(C2C=CC=CC=2)C2C=CC=CC=2)=CC=1.C([O-])([O-])=O.[Cs+].[Cs+].Br[C:34]1[CH:35]=[CH:36][C:37]([CH:40]([F:42])[F:41])=[N:38][CH:39]=1, predict the reaction product. The product is: [F:41][CH:40]([F:42])[C:37]1[CH:36]=[CH:35][C:34]([CH:1]=[CH2:2])=[CH:39][N:38]=1. (5) Given the reactants [Li].[OH:2][C:3]1[CH:4]=[CH:5][CH:6]=[C:7]2[C:12]=1[N:11]=[CH:10][CH:9]=[CH:8]2.[Cl-:13].[Cl-].[Cl-].[Cl-].[CH:17]1([Nb+4:22])[CH:21]=[CH:20][CH:19]=[CH:18]1, predict the reaction product. The product is: [Cl-:13].[Cl-:13].[Cl-:13].[N:11]1[C:12]2[C:7](=[CH:6][CH:5]=[CH:4][C:3]=2[O:2][Nb+3:22][CH:17]2[CH:21]=[CH:20][CH:19]=[CH:18]2)[CH:8]=[CH:9][CH:10]=1.